From a dataset of Experimentally validated miRNA-target interactions with 360,000+ pairs, plus equal number of negative samples. Binary Classification. Given a miRNA mature sequence and a target amino acid sequence, predict their likelihood of interaction. (1) The miRNA is hsa-miR-6807-3p with sequence CACUGCAUUCCUGCUUGGCCCAG. The protein sequence of the target gene is MSKDLVTFGDVAVNFSQEEWEWLNPAQRNLYRKVMLENYRSLVSLGVSVSKPDVISLLEQGKEPWMVKKEGTRGPCPDWEYVFKNSEFSSKQETYEESSKVVTVGARHLSYSLDYPSLREDCQSEDWYKNQLGSQEVHLSQLIITHKEILPEVQNKEYNKSWQTFHQDTIFDIQQSFPTKEKAHKHEPQKKSYRKKSVEMKHRKVYVEKKLLKCNDCEKVFNQSSSLTLHQRIHTGEKPYACVECGKTFSQSANLAQHKRIHTGEKPYECKECRKAFSQNAHLAQHQRVHTGEKPYQCKE.... Result: 1 (interaction). (2) The miRNA is rno-miR-27a-3p with sequence UUCACAGUGGCUAAGUUCCGC. The protein sequence of the target gene is MWPQPYLPPHPMMLEESRQNKLAAAKKKLKEYQQRKSPGIPAGAKTKKKKTDSSPETTTSGGGHSPGDSQYQELAVALESSSVTISQLNENIESLKQQKKQVEHQLEEAKKTNNEIHKAQMERLETINILTLEKADLKTTLYHTKRAARHFEEESKDLAGRLQYSLQRIQELERALCAVSTQQQEEDRSSSCREAVLHRRLQQTIKERALLNAHVTQVTESLKQVQLERDEYAKHIKGERARWQERMWKMSVEARTLKEEKKRDIHRIQELERSLSELKNQMAKPPSLAPPAVTSVVEQL.... Result: 0 (no interaction). (3) The miRNA is hsa-miR-7-5p with sequence UGGAAGACUAGUGAUUUUGUUGUU. The protein sequence of the target gene is MAATGTAAAAATGRLLLLLLVGLTAPALALAGYIEALAANAGTGFAVAEPQIAMFCGKLNMHVNIQTGKWEPDPTGTKSCFETKEEVLQYCQEMYPELQITNVMEANQRVSIDNWCRRDKKQCKSRFVTPFKCLVGEFVSDVLLVPEKCQFFHKERMEVCENHQHWHTVVKEACLTQGMTLYSYGMLLPCGVDQFHGTEYVCCPQTKIIGSVSKEEEEEDEEEEEEEDEEEDYDVYKSEFPTEADLEDFTEAAVDEDDEDEEEGEEVVEDRDYYYDTFKGDDYNEENPTEPGSDGTMSDK.... Result: 1 (interaction). (4) The miRNA is mmu-miR-5114 with sequence ACUGGAGACGGAAGCUGCAAGA. The protein sequence of the target gene is MQGLNHTSVSEFILVGFSAFPHLQLMLFLLFLLMYLFTLLGNLLIMATVWSERSLHMPMYLFLCALSITEILYTVAIIPRMLADLLSTQRSIAFLACASQMFFSFSFGFTHSFLLTVMGYDRYVAICHPLRYNVLMSLRGCTCRVGCSWAGGLVMGMVVTSAIFHLAFCGHKEIHHFFCHVPPLLKLACGDDVLVVAKGVGLVCITALLGCFLLILLSYAFIVAAILKIPSAEGRNKAFSTCASHLTVVVVHYGFASVIYLKPKGPQSPEGDTLMGITYTVLTPFLSPIIFSLRNKELKV.... Result: 0 (no interaction).